From a dataset of TCR-epitope binding with 47,182 pairs between 192 epitopes and 23,139 TCRs. Binary Classification. Given a T-cell receptor sequence (or CDR3 region) and an epitope sequence, predict whether binding occurs between them. The epitope is KLGGALQAK. The TCR CDR3 sequence is CASSQTGGSYGYTF. Result: 1 (the TCR binds to the epitope).